Dataset: Forward reaction prediction with 1.9M reactions from USPTO patents (1976-2016). Task: Predict the product of the given reaction. (1) Given the reactants FC(F)(F)S(O[C:7]1[CH2:12][CH2:11][CH2:10][CH2:9][C:8]=1[C:13]1[CH:18]=[C:17]([C:19]([F:22])([F:21])[F:20])[CH:16]=[CH:15][C:14]=1[O:23][CH2:24][C:25]1[CH:30]=[CH:29][CH:28]=[CH:27][CH:26]=1)(=O)=O.[B:42]1([B:42]2[O:46][C:45]([CH3:48])([CH3:47])[C:44]([CH3:50])([CH3:49])[O:43]2)[O:46][C:45]([CH3:48])([CH3:47])[C:44]([CH3:50])([CH3:49])[O:43]1.C(=O)([O-])[O-].[K+].[K+], predict the reaction product. The product is: [CH3:48][C:45]1([CH3:47])[C:44]([CH3:49])([CH3:50])[O:43][B:42]([C:7]2[CH2:12][CH2:11][CH2:10][CH2:9][C:8]=2[C:13]2[CH:18]=[C:17]([C:19]([F:21])([F:22])[F:20])[CH:16]=[CH:15][C:14]=2[O:23][CH2:24][C:25]2[CH:30]=[CH:29][CH:28]=[CH:27][CH:26]=2)[O:46]1. (2) Given the reactants [CH2:1]([O:5][C:6]1[CH:14]=[C:13]([C:15]([O:17][CH2:18][CH:19]([CH3:21])[CH3:20])=[O:16])[CH:12]=[CH:11][C:7]=1[C:8]([OH:10])=O)[CH:2]([CH3:4])[CH3:3].C(Cl)(=O)C(Cl)=O.[Cl-].[Al+3].[Cl-].[Cl-].[CH2:32]([O:36][C:37]1[CH:42]=[CH:41][CH:40]=[CH:39][C:38]=1[CH2:43][CH2:44][C:45]([O:47][CH2:48][CH3:49])=[O:46])[CH:33]([CH3:35])[CH3:34], predict the reaction product. The product is: [CH2:48]([O:47][C:45](=[O:46])[CH2:44][CH2:43][C:38]1[CH:39]=[C:40]([CH:41]=[CH:42][C:37]=1[O:36][CH2:32][CH:33]([CH3:35])[CH3:34])[C:8]([C:7]1[CH:11]=[CH:12][C:13]([C:15]([O:17][CH2:18][CH:19]([CH3:21])[CH3:20])=[O:16])=[CH:14][C:6]=1[O:5][CH2:1][CH:2]([CH3:3])[CH3:4])=[O:10])[CH3:49]. (3) Given the reactants CC(C[Al]CC(C)C)C.[CH2:10]([N:17]([C:27]1[CH:32]=[CH:31][C:30]([F:33])=[C:29]([Cl:34])[CH:28]=1)[C@H:18]([C:22](OCC)=[O:23])[CH:19]([CH3:21])[CH3:20])[C:11]1[CH:16]=[CH:15][CH:14]=[CH:13][CH:12]=1.C(OCC)C, predict the reaction product. The product is: [CH2:10]([N:17]([C:27]1[CH:32]=[CH:31][C:30]([F:33])=[C:29]([Cl:34])[CH:28]=1)[CH:18]([CH:19]([CH3:21])[CH3:20])[CH2:22][OH:23])[C:11]1[CH:12]=[CH:13][CH:14]=[CH:15][CH:16]=1. (4) Given the reactants [F:1][C:2]1[CH:10]=[C:9]([C:11]([F:14])([F:13])[F:12])[CH:8]=[CH:7][C:3]=1[C:4](Cl)=[O:5].[NH2:15][C:16]1[S:17][CH:18]=[C:19]([C:21]2[CH:26]=[CH:25][C:24]([Cl:27])=[CH:23][CH:22]=2)[N:20]=1.N1C=CC=CC=1, predict the reaction product. The product is: [Cl:27][C:24]1[CH:23]=[CH:22][C:21]([C:19]2[N:20]=[C:16]([NH:15][C:4](=[O:5])[C:3]3[CH:7]=[CH:8][C:9]([C:11]([F:14])([F:13])[F:12])=[CH:10][C:2]=3[F:1])[S:17][CH:18]=2)=[CH:26][CH:25]=1. (5) Given the reactants [NH2:1][C:2]1[C:7]([CH:8]=[O:9])=[CH:6][CH:5]=[CH:4][N:3]=1.[CH3:10][C:11]([O:14][C:15](O[C:15]([O:14][C:11]([CH3:13])([CH3:12])[CH3:10])=[O:16])=[O:16])([CH3:13])[CH3:12], predict the reaction product. The product is: [C:11]([O:14][C:15](=[O:16])[NH:1][C:2]1[C:7]([CH:8]=[O:9])=[CH:6][CH:5]=[CH:4][N:3]=1)([CH3:13])([CH3:12])[CH3:10].